Dataset: Forward reaction prediction with 1.9M reactions from USPTO patents (1976-2016). Task: Predict the product of the given reaction. (1) Given the reactants [CH3:1][NH:2][CH3:3].C([N:7]1[C:15]2[C:10](=[CH:11][C:12]([Br:20])=[C:13]([S:16](Cl)(=[O:18])=[O:17])[CH:14]=2)[CH2:9][CH2:8]1)(=O)C, predict the reaction product. The product is: [CH3:1][N:2]([CH3:3])[S:16]([C:13]1[CH:14]=[C:15]2[C:10]([CH2:9][CH2:8][NH:7]2)=[CH:11][C:12]=1[Br:20])(=[O:18])=[O:17]. (2) The product is: [NH2:13][C:5]1[C:6]([NH2:10])=[CH:7][CH:8]=[CH:9][C:4]=1[C:3]([O:2][CH3:1])=[O:14]. Given the reactants [CH3:1][O:2][C:3](=[O:14])[C:4]1[CH:9]=[CH:8][CH:7]=[C:6]([N+:10]([O-])=O)[C:5]=1[NH2:13].C(OCC)(=O)C, predict the reaction product. (3) Given the reactants [NH2:1][C:2]1[CH:11]=[CH:10][C:9](I)=[CH:8][C:3]=1[C:4]([O:6][CH3:7])=[O:5].C1C[O:16][CH2:15]C1.C([SnH](CCCC)CCCC)CCC, predict the reaction product. The product is: [NH2:1][C:2]1[CH:11]=[CH:10][C:9]([CH:15]=[O:16])=[CH:8][C:3]=1[C:4]([O:6][CH3:7])=[O:5]. (4) Given the reactants [CH2:1]([O:3][C:4]([C:6]1[C:7]([OH:22])=[C:8]2[C:15]([C:16]3[CH:21]=[CH:20][CH:19]=[CH:18][CH:17]=3)=[N:14][S:13][C:9]2=[C:10](Br)[N:11]=1)=[O:5])[CH3:2].[CH3:23][Sn](C)(C)C, predict the reaction product. The product is: [CH2:1]([O:3][C:4]([C:6]1[C:7]([OH:22])=[C:8]2[C:15]([C:16]3[CH:21]=[CH:20][CH:19]=[CH:18][CH:17]=3)=[N:14][S:13][C:9]2=[C:10]([CH3:23])[N:11]=1)=[O:5])[CH3:2]. (5) The product is: [F:1][C:2]1[CH:7]=[CH:6][CH:5]=[CH:4][C:3]=1[N:8]1[C:12]([CH:13]2[CH2:17][CH2:16][CH2:15][O:14]2)=[C:11]([C:18]([OH:20])=[O:19])[N:10]=[N:9]1. Given the reactants [F:1][C:2]1[CH:7]=[CH:6][CH:5]=[CH:4][C:3]=1[N:8]1[C:12]([CH:13]2[CH2:17][CH2:16][CH2:15][O:14]2)=[C:11]([C:18]([O:20]CC)=[O:19])[N:10]=[N:9]1.[OH-].[Na+], predict the reaction product. (6) Given the reactants [CH3:1][C:2]([C:5]1[CH:30]=[CH:29][C:8]([C:9]([NH:11][C:12]2[S:13][C:14]([CH2:17][S:18][C:19]3[CH:20]=[CH:21][C:22]([CH3:28])=[C:23]([CH:27]=3)[C:24](O)=[O:25])=[CH:15][N:16]=2)=[O:10])=[CH:7][CH:6]=1)([CH3:4])[CH3:3].[N:31]1[CH:36]=[CH:35][CH:34]=[N:33][C:32]=1[N:37]1[CH2:42][CH2:41][NH:40][CH2:39][CH2:38]1.F[P-](F)(F)(F)(F)F.N1(O[P+](N(C)C)(N(C)C)N(C)C)C2C=CC=CC=2N=N1.CN1CCOCC1, predict the reaction product. The product is: [CH3:1][C:2]([C:5]1[CH:30]=[CH:29][C:8]([C:9]([NH:11][C:12]2[S:13][C:14]([CH2:17][S:18][C:19]3[CH:20]=[CH:21][C:22]([CH3:28])=[C:23]([C:24]([N:40]4[CH2:41][CH2:42][N:37]([C:32]5[N:31]=[CH:36][CH:35]=[CH:34][N:33]=5)[CH2:38][CH2:39]4)=[O:25])[CH:27]=3)=[CH:15][N:16]=2)=[O:10])=[CH:7][CH:6]=1)([CH3:4])[CH3:3]. (7) Given the reactants [F:1][C:2]1[CH:3]=[C:4]([S:8]([C:11]2[CH:20]=[C:19]3[C:14]([CH:15]([CH2:21][CH2:22][OH:23])[CH2:16][CH2:17][O:18]3)=[CH:13][CH:12]=2)(=[O:10])=[O:9])[CH:5]=[CH:6][CH:7]=1.CCN(CC)CC.[CH3:31][S:32](Cl)(=[O:34])=[O:33], predict the reaction product. The product is: [F:1][C:2]1[CH:3]=[C:4]([S:8]([C:11]2[CH:20]=[C:19]3[C:14]([CH:15]([CH2:21][CH2:22][O:23][S:32]([CH3:31])(=[O:34])=[O:33])[CH2:16][CH2:17][O:18]3)=[CH:13][CH:12]=2)(=[O:10])=[O:9])[CH:5]=[CH:6][CH:7]=1. (8) Given the reactants [Br:1][C:2]1[CH:11]=[CH:10][C:9]2[CH2:8][CH2:7][CH2:6][CH2:5][C:4]=2[N+:3]=1[O-:12].OS(O)(=O)=O.[OH-].[Na+].[N+:20]([O-])([OH:22])=[O:21], predict the reaction product. The product is: [Br:1][C:2]1[CH:11]=[C:10]([N+:20]([O-:22])=[O:21])[C:9]2[CH2:8][CH2:7][CH2:6][CH2:5][C:4]=2[N+:3]=1[O-:12]. (9) Given the reactants Cl.[CH3:2][N:3]([CH3:33])[C:4]([C:6]1[N:27]([CH:28]2[CH2:32][CH2:31][CH2:30][CH2:29]2)[C:9]2[N:10]=[C:11]([NH:14][C:15]3[CH:20]=[CH:19][C:18]([N:21]4[CH2:26][CH2:25][NH:24][CH2:23][CH2:22]4)=[CH:17][N:16]=3)[N:12]=[CH:13][C:8]=2[CH:7]=1)=[O:5].C(=O)([O-])[O-].[K+].[K+].Br[CH2:41][CH2:42][F:43], predict the reaction product. The product is: [CH3:2][N:3]([CH3:33])[C:4]([C:6]1[N:27]([CH:28]2[CH2:32][CH2:31][CH2:30][CH2:29]2)[C:9]2[N:10]=[C:11]([NH:14][C:15]3[CH:20]=[CH:19][C:18]([N:21]4[CH2:22][CH2:23][N:24]([CH2:41][CH2:42][F:43])[CH2:25][CH2:26]4)=[CH:17][N:16]=3)[N:12]=[CH:13][C:8]=2[CH:7]=1)=[O:5].